This data is from Catalyst prediction with 721,799 reactions and 888 catalyst types from USPTO. The task is: Predict which catalyst facilitates the given reaction. (1) Reactant: Br[C:2]1[CH:3]=[CH:4][C:5]2[N:6]([CH2:15][CH2:16][CH3:17])[C:7]3[C:12]([C:13]=2[CH:14]=1)=[CH:11][CH:10]=[CH:9][CH:8]=3.[S:18]1[CH:22]=[CH:21][CH:20]=[C:19]1B(O)O.C(=O)([O-])[O-].[K+].[K+]. Product: [CH2:15]([N:6]1[C:5]2[CH:4]=[CH:3][C:2]([C:19]3[S:18][CH:22]=[CH:21][CH:20]=3)=[CH:14][C:13]=2[C:12]2[C:7]1=[CH:8][CH:9]=[CH:10][CH:11]=2)[CH2:16][CH3:17]. The catalyst class is: 75. (2) The catalyst class is: 4. Product: [F:35][C:36]([F:49])([F:48])[S:37]([O:1][C:2]1[CH:7]=[CH:6][C:5]([CH2:8][CH2:9][N:10]([C:11]([O:12][C:13]([CH3:15])([CH3:16])[CH3:14])=[O:17])[CH2:18][C@H:19]([OH:26])[C:20]2[CH:21]=[N:22][CH:23]=[CH:24][CH:25]=2)=[CH:4][CH:3]=1)(=[O:39])=[O:38]. Reactant: [OH:1][C:2]1[CH:7]=[CH:6][C:5]([CH2:8][CH2:9][N:10]([CH2:18][C@H:19]([OH:26])[C:20]2[CH:21]=[N:22][CH:23]=[CH:24][CH:25]=2)[C:11](=[O:17])[O:12][C:13]([CH3:16])([CH3:15])[CH3:14])=[CH:4][CH:3]=1.N1C(C)=CC=CC=1C.[F:35][C:36]([F:49])([F:48])[S:37](O[S:37]([C:36]([F:49])([F:48])[F:35])(=[O:39])=[O:38])(=[O:39])=[O:38].N. (3) The catalyst class is: 41. Product: [CH3:9][C:6]1([CH3:8])[CH2:7][C:2]([CH3:22])([CH3:1])[CH2:3][CH:4]([C:10]2[CH:15]=[CH:14][CH:13]=[CH:12][C:11]=2[N:16]2[CH2:17][CH2:18][N:19]([CH2:24][CH:25]([OH:23])[CH2:26][CH2:27][CH2:28][CH3:29])[CH2:20][CH2:21]2)[CH2:5]1. Reactant: [CH3:1][C:2]1([CH3:22])[CH2:7][C:6]([CH3:9])([CH3:8])[CH2:5][CH:4]([C:10]2[CH:15]=[CH:14][CH:13]=[CH:12][C:11]=2[N:16]2[CH2:21][CH2:20][NH:19][CH2:18][CH2:17]2)[CH2:3]1.[O:23]1[CH:25]([CH2:26][CH2:27][CH2:28][CH3:29])[CH2:24]1. (4) Reactant: [C:14]1(P([C:14]2[CH:19]=[CH:18][CH:17]=[CH:16][CH:15]=2)[C:14]2[CH:19]=[CH:18][CH:17]=[CH:16][CH:15]=2)[CH:19]=[CH:18][CH:17]=[CH:16][CH:15]=1.N(C(O[CH:31]([CH3:33])[CH3:32])=O)=NC(OC(C)C)=O.[C:34]([OH:37])(=[S:36])[CH3:35].[CH3:38][CH2:39][CH2:40][CH2:41][CH2:42][CH2:43]C. Product: [C:34](=[O:37])([S:36][CH2:38][CH2:39]/[CH:40]=[CH:41]\[CH2:42]/[CH:43]=[CH:33]\[CH2:31]/[CH:32]=[CH:15]\[CH2:16]/[CH:17]=[CH:18]\[CH2:19][CH3:14])[CH3:35]. The catalyst class is: 7.